Dataset: Full USPTO retrosynthesis dataset with 1.9M reactions from patents (1976-2016). Task: Predict the reactants needed to synthesize the given product. (1) Given the product [Si:12]([O:19][C:20]1[CH:27]=[C:26]([F:28])[C:23]([C:24]2[N:1]=[C:2]3[CH:3]=[CH:4][CH:5]=[C:6]([O:8][CH2:9][CH2:10][OH:11])[N:7]3[C:31]=2[NH:30][C:32]2[CH:41]=[CH:40][C:35]3[O:36][CH2:37][CH2:38][O:39][C:34]=3[CH:33]=2)=[C:22]([F:29])[CH:21]=1)([C:15]([CH3:18])([CH3:17])[CH3:16])([CH3:14])[CH3:13], predict the reactants needed to synthesize it. The reactants are: [NH2:1][C:2]1[N:7]=[C:6]([O:8][CH2:9][CH2:10][OH:11])[CH:5]=[CH:4][CH:3]=1.[Si:12]([O:19][C:20]1[CH:27]=[C:26]([F:28])[C:23]([CH:24]=O)=[C:22]([F:29])[CH:21]=1)([C:15]([CH3:18])([CH3:17])[CH3:16])([CH3:14])[CH3:13].[N+:30]([C:32]1[CH:41]=[CH:40][C:35]2[O:36][CH2:37][CH2:38][O:39][C:34]=2[CH:33]=1)#[C-:31]. (2) Given the product [CH2:11]([N:8]1[C:9]2[C:5](=[CH:4][CH:3]=[C:2]([NH:1][C:36](=[O:37])[CH:33]([CH3:35])[CH3:34])[CH:10]=2)[C:6]([C:21]([NH:23][CH2:24][C:25]2[CH:30]=[CH:29][C:28]([F:31])=[C:27]([F:32])[CH:26]=2)=[O:22])=[C:7]1[CH:18]([CH3:19])[CH3:20])[C:12]1[CH:13]=[CH:14][CH:15]=[CH:16][CH:17]=1, predict the reactants needed to synthesize it. The reactants are: [NH2:1][C:2]1[CH:10]=[C:9]2[C:5]([C:6]([C:21]([NH:23][CH2:24][C:25]3[CH:30]=[CH:29][C:28]([F:31])=[C:27]([F:32])[CH:26]=3)=[O:22])=[C:7]([CH:18]([CH3:20])[CH3:19])[N:8]2[CH2:11][C:12]2[CH:17]=[CH:16][CH:15]=[CH:14][CH:13]=2)=[CH:4][CH:3]=1.[CH:33]([C:36](Cl)=[O:37])([CH3:35])[CH3:34].